This data is from Full USPTO retrosynthesis dataset with 1.9M reactions from patents (1976-2016). The task is: Predict the reactants needed to synthesize the given product. (1) Given the product [F:29][C:30]([F:43])([F:42])[S:31]([O:12][C:11]1[C:6]2[CH:5]([C:17]3[CH:18]=[CH:19][CH:20]=[C:21]4[C:26]=3[O:25][C:24]([CH3:27])=[CH:23][C:22]4=[O:28])[C:4]([C:1](=[O:3])[CH3:2])=[C:15]([CH3:16])[NH:14][C:7]=2[N:8]=[C:9]([NH2:13])[N:10]=1)(=[O:33])=[O:32], predict the reactants needed to synthesize it. The reactants are: [C:1]([C:4]1[CH:5]([C:17]2[CH:18]=[CH:19][CH:20]=[C:21]3[C:26]=2[O:25][C:24]([CH3:27])=[CH:23][C:22]3=[O:28])[C:6]2[C:11]([OH:12])=[N:10][C:9]([NH2:13])=[N:8][C:7]=2[NH:14][C:15]=1[CH3:16])(=[O:3])[CH3:2].[F:29][C:30]([F:43])([F:42])[S:31](O[S:31]([C:30]([F:43])([F:42])[F:29])(=[O:33])=[O:32])(=[O:33])=[O:32]. (2) Given the product [CH2:1]([NH:8][C:9]1[CH:10]=[C:11]([N:18]2[CH2:23][CH2:22][CH:21]([C:24]([NH:27][C:28]3[CH:33]=[CH:32][CH:31]=[CH:30][CH:29]=3)=[O:25])[CH2:20][CH2:19]2)[CH:12]=[CH:13][C:14]=1[N+:15]([O-:17])=[O:16])[C:2]1[CH:7]=[CH:6][CH:5]=[CH:4][CH:3]=1, predict the reactants needed to synthesize it. The reactants are: [CH2:1]([NH:8][C:9]1[CH:10]=[C:11]([N:18]2[CH2:23][CH2:22][CH:21]([C:24](O)=[O:25])[CH2:20][CH2:19]2)[CH:12]=[CH:13][C:14]=1[N+:15]([O-:17])=[O:16])[C:2]1[CH:7]=[CH:6][CH:5]=[CH:4][CH:3]=1.[NH2:27][C:28]1[CH:33]=[CH:32][CH:31]=[CH:30][CH:29]=1.C(N(C(C)C)CC)(C)C.CN(C(ON1N=NC2C=CC=NC1=2)=[N+](C)C)C.F[P-](F)(F)(F)(F)F. (3) Given the product [Br:1][C:2]1[CH:20]=[N:19][C:5]2[N:6]([CH2:17][CH3:18])[C:7]3[N:15]=[C:14]([F:16])[CH:13]=[CH:12][C:8]=3[N:9]([CH3:23])[C:10](=[O:11])[C:4]=2[CH:3]=1, predict the reactants needed to synthesize it. The reactants are: [Br:1][C:2]1[CH:20]=[N:19][C:5]2[N:6]([CH2:17][CH3:18])[C:7]3[N:15]=[C:14]([F:16])[CH:13]=[CH:12][C:8]=3[NH:9][C:10](=[O:11])[C:4]=2[CH:3]=1.[H-].[Na+].[CH3:23]I.